From a dataset of Merck oncology drug combination screen with 23,052 pairs across 39 cell lines. Regression. Given two drug SMILES strings and cell line genomic features, predict the synergy score measuring deviation from expected non-interaction effect. (1) Drug 1: CN1C(=O)C=CC2(C)C3CCC4(C)C(NC(=O)OCC(F)(F)F)CCC4C3CCC12. Drug 2: N.N.O=C(O)C1(C(=O)O)CCC1.[Pt]. Cell line: CAOV3. Synergy scores: synergy=-4.72. (2) Drug 1: CC(=O)OC1C(=O)C2(C)C(O)CC3OCC3(OC(C)=O)C2C(OC(=O)c2ccccc2)C2(O)CC(OC(=O)C(O)C(NC(=O)c3ccccc3)c3ccccc3)C(C)=C1C2(C)C. Drug 2: CCc1cnn2c(NCc3ccc[n+]([O-])c3)cc(N3CCCCC3CCO)nc12. Cell line: VCAP. Synergy scores: synergy=-9.08. (3) Drug 1: NC1(c2ccc(-c3nc4ccn5c(=O)[nH]nc5c4cc3-c3ccccc3)cc2)CCC1. Drug 2: CCc1c2c(nc3ccc(O)cc13)-c1cc3c(c(=O)n1C2)COC(=O)C3(O)CC. Cell line: SKMEL30. Synergy scores: synergy=29.4.